From a dataset of Reaction yield outcomes from USPTO patents with 853,638 reactions. Predict the reaction yield, written as a fraction of the theoretical maximum amount of product (1.0 means a 100% yield; for example, 0.34 means a 34% yield). (1) The product is [F:20][C:14]1[CH:15]=[C:16]([F:19])[CH:17]=[CH:18][C:13]=1[S:10]([NH:9][C:4]1[C:5]([CH3:8])=[N:6][CH:7]=[C:2]([B:24]2[O:25][C:26]([CH3:28])([CH3:27])[C:22]([CH3:38])([CH3:21])[O:23]2)[CH:3]=1)(=[O:12])=[O:11]. The reactants are Br[C:2]1[CH:3]=[C:4]([NH:9][S:10]([C:13]2[CH:18]=[CH:17][C:16]([F:19])=[CH:15][C:14]=2[F:20])(=[O:12])=[O:11])[C:5]([CH3:8])=[N:6][CH:7]=1.[CH3:21][C:22]1([CH3:38])[C:26]([CH3:28])([CH3:27])[O:25][B:24]([B:24]2[O:25][C:26]([CH3:28])([CH3:27])[C:22]([CH3:38])([CH3:21])[O:23]2)[O:23]1.CC([O-])=O.[K+]. The catalyst is O1CCOCC1.C1C=CC(P(C2C=CC=CC=2)[C-]2C=CC=C2)=CC=1.C1C=CC(P(C2C=CC=CC=2)[C-]2C=CC=C2)=CC=1.Cl[Pd]Cl.[Fe+2]. The yield is 0.470. (2) The reactants are [CH3:1][CH:2]([C:4]1[N:8]([CH2:9][C:10]2[C:19]3[C:14](=[CH:15][CH:16]=[CH:17][CH:18]=3)[CH:13]=[CH:12][CH:11]=2)[C:7]2[CH:20]=[C:21]([N:25]3[CH2:30][CH2:29][O:28][CH2:27][CH2:26]3)[CH:22]=[C:23](N)[C:6]=2[N:5]=1)[CH3:3].[OH:31]S(O)(=O)=O.N([O-])=O.[Na+].C([O-])(O)=O.[Na+]. The catalyst is O. The product is [CH3:3][CH:2]([C:4]1[N:8]([CH2:9][C:10]2[C:19]3[C:14](=[CH:15][CH:16]=[CH:17][CH:18]=3)[CH:13]=[CH:12][CH:11]=2)[C:7]2[CH:20]=[C:21]([N:25]3[CH2:26][CH2:27][O:28][CH2:29][CH2:30]3)[CH:22]=[C:23]([OH:31])[C:6]=2[N:5]=1)[CH3:1]. The yield is 0.270. (3) The reactants are Br[C:2]1[CH:3]=[C:4]([N:22]([CH2:29][CH3:30])[CH:23]2[CH2:28][CH2:27][S:26][CH2:25][CH2:24]2)[C:5]([CH3:21])=[C:6]([CH:20]=1)[C:7]([NH:9][CH2:10][C:11]1[C:12](=[O:19])[NH:13][C:14]([CH3:18])=[CH:15][C:16]=1[CH3:17])=[O:8].CC1(C)C(C)(C)OB([C:39]2[CH:51]=[CH:50][C:42]([CH2:43][N:44]3[CH2:49][CH2:48][O:47][CH2:46][CH2:45]3)=[CH:41][CH:40]=2)O1.C(=O)([O-])[O-].[Na+].[Na+]. The catalyst is O1CCOCC1.O. The product is [CH3:17][C:16]1[CH:15]=[C:14]([CH3:18])[NH:13][C:12](=[O:19])[C:11]=1[CH2:10][NH:9][C:7]([C:6]1[CH:20]=[C:2]([C:39]2[CH:40]=[CH:41][C:42]([CH2:43][N:44]3[CH2:49][CH2:48][O:47][CH2:46][CH2:45]3)=[CH:50][CH:51]=2)[CH:3]=[C:4]([N:22]([CH2:29][CH3:30])[CH:23]2[CH2:28][CH2:27][S:26][CH2:25][CH2:24]2)[C:5]=1[CH3:21])=[O:8]. The yield is 0.730. (4) The reactants are C[O:2][C:3](=[O:24])[C:4]1[CH:9]=[CH:8][C:7]([O:10][CH2:11][C:12]2[C:13]([C:18]3[CH:23]=[CH:22][CH:21]=[CH:20][CH:19]=3)=[N:14][O:15][C:16]=2[CH3:17])=[N:6][CH:5]=1.[OH-].[Na+]. The catalyst is C(O)C. The product is [CH3:17][C:16]1[O:15][N:14]=[C:13]([C:18]2[CH:19]=[CH:20][CH:21]=[CH:22][CH:23]=2)[C:12]=1[CH2:11][O:10][C:7]1[CH:8]=[CH:9][C:4]([C:3]([OH:24])=[O:2])=[CH:5][N:6]=1. The yield is 0.450. (5) The reactants are [F:1][C:2]1[CH:10]=[CH:9][C:5]([C:6]([OH:8])=[O:7])=[C:4]([OH:11])[CH:3]=1.[CH3:12]CCCCC.C[Si](C=[N+]=[N-])(C)C. The catalyst is C1C=CC=CC=1.CO. The product is [F:1][C:2]1[CH:10]=[CH:9][C:5]([C:6]([O:8][CH3:12])=[O:7])=[C:4]([OH:11])[CH:3]=1. The yield is 0.980. (6) The reactants are C1C=CC2N(O)N=NC=2C=1.CCN(C(C)C)C(C)C.[C:20]1([C:33]2[CH:38]=[CH:37][CH:36]=[CH:35][CH:34]=2)[CH:25]=[CH:24][C:23]([NH:26][C:27](=[O:32])[CH2:28][C:29]([OH:31])=O)=[CH:22][CH:21]=1.CCN=C=NCCCN(C)C.Cl.[C:51]([O:55][C:56]([N:58]1[CH2:63][CH2:62][NH:61][CH2:60][CH2:59]1)=[O:57])([CH3:54])([CH3:53])[CH3:52]. The catalyst is CN(C=O)C.O. The product is [C:51]([O:55][C:56]([N:58]1[CH2:63][CH2:62][N:61]([C:29](=[O:31])[CH2:28][C:27](=[O:32])[NH:26][C:23]2[CH:22]=[CH:21][C:20]([C:33]3[CH:38]=[CH:37][CH:36]=[CH:35][CH:34]=3)=[CH:25][CH:24]=2)[CH2:60][CH2:59]1)=[O:57])([CH3:54])([CH3:52])[CH3:53]. The yield is 0.930.